From a dataset of Reaction yield outcomes from USPTO patents with 853,638 reactions. Predict the reaction yield, written as a fraction of the theoretical maximum amount of product (1.0 means a 100% yield; for example, 0.34 means a 34% yield). (1) The reactants are Cl[CH2:2][CH2:3][C:4]1[CH:9]=[CH:8][C:7]([N:10]2[C:14]3=[N:15][C:16]([CH3:20])=[CH:17][C:18]([CH3:19])=[C:13]3[N:12]=[C:11]2[CH2:21][CH3:22])=[CH:6][CH:5]=1.[CH3:23][NH2:24]. The catalyst is O. The product is [CH2:21]([C:11]1[N:10]([C:7]2[CH:8]=[CH:9][C:4]([CH2:3][CH2:2][NH:24][CH3:23])=[CH:5][CH:6]=2)[C:14]2=[N:15][C:16]([CH3:20])=[CH:17][C:18]([CH3:19])=[C:13]2[N:12]=1)[CH3:22]. The yield is 0.850. (2) The reactants are [CH3:1][C:2]1[C:7]([NH:8][C:9]([C:11]2[C:12]3[C:20]([CH3:21])=[N:19][N:18]([C:22]4[CH:27]=[CH:26][C:25]([O:28]C)=[CH:24][CH:23]=4)[C:13]=3[N:14]=[C:15]([CH3:17])[CH:16]=2)=[O:10])=[C:6]([CH3:30])[CH:5]=[CH:4][N:3]=1.B(Br)(Br)Br. The catalyst is C(Cl)Cl. The product is [CH3:1][C:2]1[C:7]([NH:8][C:9]([C:11]2[C:12]3[C:20]([CH3:21])=[N:19][N:18]([C:22]4[CH:23]=[CH:24][C:25]([OH:28])=[CH:26][CH:27]=4)[C:13]=3[N:14]=[C:15]([CH3:17])[CH:16]=2)=[O:10])=[C:6]([CH3:30])[CH:5]=[CH:4][N:3]=1. The yield is 0.780. (3) The reactants are [Si:1]([O:8][C@H:9]1[CH2:13][C@H:12]([O:14][C:15]2[CH:20]=[CH:19][N:18]=[C:17]([NH:21][C@@H:22]3[C:30]4[C:25](=[CH:26][C:27]([Cl:31])=[CH:28][CH:29]=4)[C:24]([CH3:33])([CH3:32])[CH2:23]3)[CH:16]=2)[CH2:11][C@H:10]1[CH2:34][OH:35])([C:4]([CH3:7])([CH3:6])[CH3:5])([CH3:3])[CH3:2].Cl[S:37]([NH2:40])(=[O:39])=[O:38].CCOC(C)=O.CCN(CC)CC. The catalyst is CC(N(C)C)=O.C(#N)C. The product is [S:37](=[O:39])(=[O:38])([O:35][CH2:34][C@@H:10]1[CH2:11][C@@H:12]([O:14][C:15]2[CH:20]=[CH:19][N:18]=[C:17]([NH:21][C@@H:22]3[C:30]4[C:25](=[CH:26][C:27]([Cl:31])=[CH:28][CH:29]=4)[C:24]([CH3:33])([CH3:32])[CH2:23]3)[CH:16]=2)[CH2:13][C@@H:9]1[O:8][Si:1]([C:4]([CH3:7])([CH3:6])[CH3:5])([CH3:3])[CH3:2])[NH2:40]. The yield is 0.890. (4) The reactants are Br[C:2]1[CH:9]=[CH:8][C:5]([C:6]#[N:7])=[C:4]([F:10])[CH:3]=1.C([Sn](CCCC)(CCCC)[C:16]([O:18]CC)=[CH2:17])CCC. The catalyst is C1(C)C=CC=CC=1.Cl[Pd](Cl)([P](C1C=CC=CC=1)(C1C=CC=CC=1)C1C=CC=CC=1)[P](C1C=CC=CC=1)(C1C=CC=CC=1)C1C=CC=CC=1. The product is [C:16]([C:2]1[CH:9]=[CH:8][C:5]([C:6]#[N:7])=[C:4]([F:10])[CH:3]=1)(=[O:18])[CH3:17]. The yield is 0.110. (5) The reactants are [OH:1][C:2]1[CH:7]=[CH:6][C:5]([C:8]2[C:15]3[S:14][C:13]([NH2:16])=[N:12][C:11]=3[NH:10][N:9]=2)=[CH:4][CH:3]=1.[CH:17]1([C:20](Cl)=[O:21])[CH2:19][CH2:18]1.C(O)C(N)(CO)CO. The catalyst is CN(C1C=CN=CC=1)C.C1COCC1. The product is [OH:1][C:2]1[CH:7]=[CH:6][C:5]([C:8]2[C:15]3[S:14][C:13]([NH:16][C:20]([CH:17]4[CH2:19][CH2:18]4)=[O:21])=[N:12][C:11]=3[NH:10][N:9]=2)=[CH:4][CH:3]=1. The yield is 0.410. (6) The yield is 0.880. The catalyst is CO. The product is [CH2:1]([C:4]1[CH:21]=[CH:20][C:7]([NH:8][C:9]2[C:17]([F:18])=[C:16]([F:19])[CH:15]=[CH:14][C:10]=2[C:11]([NH:23][O:24][CH2:25][CH2:26][OH:27])=[O:13])=[C:6]([F:22])[CH:5]=1)[CH:2]=[CH2:3]. The reactants are [CH2:1]([C:4]1[CH:21]=[CH:20][C:7]([NH:8][C:9]2[C:17]([F:18])=[C:16]([F:19])[CH:15]=[CH:14][C:10]=2[C:11]([OH:13])=O)=[C:6]([F:22])[CH:5]=1)[CH:2]=[CH2:3].[NH2:23][O:24][CH2:25][CH2:26][OH:27].[Cl-].COC1N=C(OC)N=C([N+]2(C)CCOCC2)N=1. (7) The reactants are [CH2:1]([O:3][C:4]1[CH:9]=[CH:8][C:7]([S:10](Cl)(=[O:12])=[O:11])=[CH:6][C:5]=1[C:14]1[NH:19][C:18](=[O:20])[C:17]2=[C:21]([CH3:27])[N:22]=[C:23]([CH2:24][CH2:25][CH3:26])[N:16]2[N:15]=1)[CH3:2].[CH2:28]([N:30]1[CH2:35][CH2:34][NH:33][CH2:32][CH2:31]1)[CH3:29]. The catalyst is ClCCl. The product is [CH2:1]([O:3][C:4]1[CH:9]=[CH:8][C:7]([S:10]([N:33]2[CH2:34][CH2:35][N:30]([CH2:28][CH3:29])[CH2:31][CH2:32]2)(=[O:12])=[O:11])=[CH:6][C:5]=1[C:14]1[NH:19][C:18](=[O:20])[C:17]2=[C:21]([CH3:27])[N:22]=[C:23]([CH2:24][CH2:25][CH3:26])[N:16]2[N:15]=1)[CH3:2]. The yield is 0.660. (8) The reactants are O=C1C2[C:5](=[C:6](/[N:11]=[CH:12]/[C:13]3[CH:18]=[CH:17][C:16]([CH:19]4[CH2:23][CH2:22][CH2:21][N:20]4[C:24]([O:26][CH2:27][C:28]4[CH:33]=[CH:32][CH:31]=[CH:30][CH:29]=4)=[O:25])=[CH:15][CH:14]=3)C=CC=2)[CH2:4]O1.[F:34][C:35]1[CH:42]=[CH:41][C:38]([CH:39]=O)=[CH:37][CH:36]=1.[CH3:43][CH2:44][O-:45].[Na+].[C:47]([O:51][CH2:52][CH3:53])(=[O:50])[CH2:48][CH3:49]. The catalyst is CCO. The product is [CH2:27]([O:26][C:24]([N:20]1[CH2:21][CH2:22][CH2:23][CH:19]1[C:16]1[CH:17]=[CH:18][C:13]([CH:12]2[CH:39]([C:38]3[CH:41]=[CH:42][C:35]([F:34])=[CH:36][CH:37]=3)[C:44](=[O:45])[C:43]3[C:48]([C:47]([O:51][CH2:52][CH3:53])=[O:50])=[CH:49][CH:4]=[CH:5][C:6]=3[NH:11]2)=[CH:14][CH:15]=1)=[O:25])[C:28]1[CH:29]=[CH:30][CH:31]=[CH:32][CH:33]=1. The yield is 0.200. (9) The reactants are [CH2:1]([N:8]1[C:12]([CH2:13][CH2:14][CH2:15][OH:16])=[CH:11][C:10]([O:17][CH2:18][CH2:19][CH3:20])=[N:9]1)[C:2]1[CH:7]=[CH:6][CH:5]=[CH:4][CH:3]=1.O[C:22]1[C:27]([O:28][CH3:29])=[CH:26][CH:25]=[CH:24][C:23]=1[CH2:30][C:31]([O:33]C)=[O:32].C(P(CCCC)CCCC)CCC.N(C(N1CCCCC1)=O)=NC(N1CCCCC1)=O.O1CCCC1CO.[OH-].[Na+].Cl. The catalyst is O1CCCC1. The product is [CH2:1]([N:8]1[C:12]([CH2:13][CH2:14][CH2:15][O:16][C:22]2[C:27]([O:28][CH3:29])=[CH:26][CH:25]=[CH:24][C:23]=2[CH2:30][C:31]([OH:33])=[O:32])=[CH:11][C:10]([O:17][CH2:18][CH2:19][CH3:20])=[N:9]1)[C:2]1[CH:3]=[CH:4][CH:5]=[CH:6][CH:7]=1. The yield is 0.530.